Task: Predict the reaction yield, written as a fraction of the theoretical maximum amount of product (1.0 means a 100% yield; for example, 0.34 means a 34% yield).. Dataset: Reaction yield outcomes from USPTO patents with 853,638 reactions (1) The reactants are [CH:1]1([CH2:6][OH:7])[CH2:5][CH2:4][CH2:3][CH2:2]1.F[C:9]1[CH:14]=[CH:13][CH:12]=[CH:11][C:10]=1[N+:15]([O-:17])=[O:16].[CH:18]1([CH2:23][O:24][C:25]2[CH:31]=[CH:30][CH:29]=[CH:28][C:26]=2[NH2:27])[CH2:22][CH2:21][CH2:20][CH2:19]1.[NH2:32][C:33]1[S:34][CH:35]=[CH:36][N:37]=1. No catalyst specified. The product is [CH:1]1([CH2:6][O:7][C:9]2[CH:14]=[CH:13][CH:12]=[CH:11][C:10]=2[N+:15]([O-:17])=[O:16])[CH2:5][CH2:4][CH2:3][CH2:2]1.[CH:18]1([CH2:23][O:24][C:25]2[CH:31]=[CH:30][CH:29]=[CH:28][C:26]=2[NH:27][C:6]([NH:32][C:33]2[S:34][CH:35]=[CH:36][N:37]=2)=[O:7])[CH2:19][CH2:20][CH2:21][CH2:22]1. The yield is 0.800. (2) The reactants are [N:1]1([C:7]2[S:8]/[C:9](=[CH:13]\[C:14]3[CH:19]=[C:18]([F:20])[CH:17]=[CH:16][C:15]=3[OH:21])/[C:10](=[O:12])[N:11]=2)[CH2:6][CH2:5][CH2:4][CH2:3][NH:2]1.C(=O)([O-])[O-].[K+].[K+].[N:28]1([C:34]([Cl:36])=[O:35])[CH2:33][CH2:32][CH2:31][CH2:30][CH2:29]1. The catalyst is C(#N)C. The product is [ClH:36].[N:28]1([C:34]([O:21][C:15]2[CH:16]=[CH:17][C:18]([F:20])=[CH:19][C:14]=2/[CH:13]=[C:9]2\[C:10](=[O:12])[N:11]=[C:7]([N:1]3[CH2:6][CH2:5][CH2:4][CH2:3][NH:2]3)[S:8]\2)=[O:35])[CH2:33][CH2:32][CH2:31][CH2:30][CH2:29]1. The yield is 0.600. (3) The reactants are [C:1]([O:5][C:6](=[O:25])[C:7]([CH2:22][C:23]#[N:24])=[CH:8][C:9]1[CH:18]=[CH:17][C:12]([C:13]([O:15][CH3:16])=[O:14])=[CH:11][C:10]=1[N+:19]([O-])=O)([CH3:4])([CH3:3])[CH3:2]. The catalyst is CC(O)=O.[Fe]. The product is [NH2:24][C:23]1[CH2:22][C:7]([C:6]([O:5][C:1]([CH3:4])([CH3:3])[CH3:2])=[O:25])=[CH:8][C:9]2[CH:18]=[CH:17][C:12]([C:13]([O:15][CH3:16])=[O:14])=[CH:11][C:10]=2[N:19]=1. The yield is 0.930.